This data is from Peptide-MHC class I binding affinity with 185,985 pairs from IEDB/IMGT. The task is: Regression. Given a peptide amino acid sequence and an MHC pseudo amino acid sequence, predict their binding affinity value. This is MHC class I binding data. The peptide sequence is LIISTDQDT. The MHC is HLA-A02:03 with pseudo-sequence HLA-A02:03. The binding affinity (normalized) is 0.